This data is from Peptide-MHC class II binding affinity with 134,281 pairs from IEDB. The task is: Regression. Given a peptide amino acid sequence and an MHC pseudo amino acid sequence, predict their binding affinity value. This is MHC class II binding data. (1) The MHC is DRB1_1101 with pseudo-sequence DRB1_1101. The peptide sequence is MSSFLGKWKLSESHNFDA. The binding affinity (normalized) is 0. (2) The peptide sequence is MAISGDDCVVKPIDDRF. The MHC is DRB1_0404 with pseudo-sequence DRB1_0404. The binding affinity (normalized) is 0.191.